The task is: Predict which catalyst facilitates the given reaction.. This data is from Catalyst prediction with 721,799 reactions and 888 catalyst types from USPTO. (1) Product: [I:39][C:2]1[N:3]([CH2:28][CH2:29][CH3:30])[C:4](=[O:27])[C:5]2[NH:6][C:7]([C:11]3[CH:12]=[N:13][N:14]([CH2:16][C:17]4[CH:22]=[CH:21][CH:20]=[C:19]([C:23]([F:25])([F:24])[F:26])[CH:18]=4)[CH:15]=3)=[N:8][C:9]=2[N:10]=1. The catalyst class is: 1. Reactant: N[C:2]1[N:3]([CH2:28][CH2:29][CH3:30])[C:4](=[O:27])[C:5]2[NH:6][C:7]([C:11]3[CH:12]=[N:13][N:14]([CH2:16][C:17]4[CH:22]=[CH:21][CH:20]=[C:19]([C:23]([F:26])([F:25])[F:24])[CH:18]=4)[CH:15]=3)=[N:8][C:9]=2[N:10]=1.N(OCCC(C)C)=O.[I:39]I.[O-]S([O-])(=S)=O.[Na+].[Na+]. (2) Reactant: [N+:1]([C:4]1[CH:12]=[CH:11][C:10]([O:13][CH3:14])=[CH:9][C:5]=1[C:6]([OH:8])=[O:7])([O-])=O. Product: [CH3:14][O:13][C:10]1[CH:9]=[C:5]([C:6]([OH:8])=[O:7])[C:4]([NH2:1])=[CH:12][CH:11]=1. The catalyst class is: 78. (3) Reactant: Br[C:2]1[C:10]2[C:5](=[N:6][C:7]([CH3:22])=[CH:8][C:9]=2[NH:11][S:12]([C:15]2[CH:20]=[CH:19][CH:18]=[C:17]([Cl:21])[CH:16]=2)(=[O:14])=[O:13])[S:4][C:3]=1[CH3:23].[NH:24]1[C:32]2[C:27](=[CH:28][CH:29]=[C:30](B(O)O)[CH:31]=2)[CH:26]=[CH:25]1.C(=O)([O-])[O-].[K+].[K+]. Product: [Cl:21][C:17]1[CH:16]=[C:15]([S:12]([NH:11][C:9]2[CH:8]=[C:7]([CH3:22])[N:6]=[C:5]3[S:4][C:3]([CH3:23])=[C:2]([C:30]4[CH:31]=[C:32]5[C:27]([CH:26]=[CH:25][NH:24]5)=[CH:28][CH:29]=4)[C:10]=23)(=[O:14])=[O:13])[CH:20]=[CH:19][CH:18]=1. The catalyst class is: 70. (4) Reactant: [N:1]1([C:6]2[CH:13]=[CH:12][C:9]([C:10]#[N:11])=[CH:8][CH:7]=2)[CH:5]=[CH:4][N:3]=[CH:2]1.[Br:14]N1C(=O)CCC1=O. Product: [Br:14][C:2]1[N:1]([C:6]2[CH:7]=[CH:8][C:9]([C:10]#[N:11])=[CH:12][CH:13]=2)[CH:5]=[CH:4][N:3]=1. The catalyst class is: 12. (5) Reactant: [Cl:1][C:2]1[CH:3]=[C:4]([CH:6]=[CH:7][C:8]=1[CH3:9])[NH2:5].[N:10]([O-])=O.[Na+].O.O.Cl[Sn]Cl. Product: [Cl:1][C:2]1[CH:3]=[C:4]([NH:5][NH2:10])[CH:6]=[CH:7][C:8]=1[CH3:9]. The catalyst class is: 33. (6) Product: [S:18]([N:15]1[C:12]2=[N:13][CH:14]=[C:9]([CH:1]=[O:29])[N:10]=[C:11]2[CH:17]=[CH:16]1)([C:21]1[CH:27]=[CH:26][C:24]([CH3:25])=[CH:23][CH:22]=1)(=[O:20])=[O:19]. Reactant: [CH:1](/[C:9]1[N:10]=[C:11]2[CH:17]=[CH:16][N:15]([S:18]([C:21]3[CH:27]=[CH:26][C:24]([CH3:25])=[CH:23][CH:22]=3)(=[O:20])=[O:19])[C:12]2=[N:13][CH:14]=1)=C\C1C=CC=CC=1.I([O-])(=O)(=O)=[O:29].[Na+].[O-]S([O-])(=S)=O.[Na+].[Na+].CCOC(C)=O. The catalyst class is: 785.